Task: Predict the reaction yield, written as a fraction of the theoretical maximum amount of product (1.0 means a 100% yield; for example, 0.34 means a 34% yield).. Dataset: Reaction yield outcomes from USPTO patents with 853,638 reactions (1) The reactants are [NH2:1][C@@H:2]1[CH2:7][C:6]([CH2:8][N:9]2[CH2:14][CH2:13][CH2:12][C@H:11]([C:15]([O:17]CC)=[O:16])[CH2:10]2)=[CH:5][CH2:4][C@H:3]1[C:20]1[CH:25]=[CH:24][C:23]([Cl:26])=[CH:22][C:21]=1[Cl:27].[Li+].[OH-].Cl. The catalyst is O1CCCC1.O.CCOCC. The product is [NH2:1][C@@H:2]1[CH2:7][C:6]([CH2:8][N:9]2[CH2:14][CH2:13][CH2:12][C@H:11]([C:15]([OH:17])=[O:16])[CH2:10]2)=[CH:5][CH2:4][C@H:3]1[C:20]1[CH:25]=[CH:24][C:23]([Cl:26])=[CH:22][C:21]=1[Cl:27]. The yield is 0.630. (2) The reactants are [CH:1]1([C:4]2[O:5][CH:6]=[C:7]([C:9]3[CH:16]=[CH:15][C:12]([CH:13]=O)=[CH:11][CH:10]=3)[N:8]=2)[CH2:3][CH2:2]1.[NH2:17][CH2:18][CH2:19][C:20]1[CH:25]=[CH:24][C:23]([OH:26])=[CH:22][CH:21]=1.COC(OC)OC.[BH4-].[Na+]. The catalyst is CO.C1COCC1. The product is [CH:1]1([C:4]2[O:5][CH:6]=[C:7]([C:9]3[CH:16]=[CH:15][C:12]([CH2:13][NH:17][CH2:18][CH2:19][C:20]4[CH:25]=[CH:24][C:23]([OH:26])=[CH:22][CH:21]=4)=[CH:11][CH:10]=3)[N:8]=2)[CH2:3][CH2:2]1. The yield is 0.850. (3) The reactants are B([O-])[O-].[CH3:4][C:5]([C:9]1[CH:14]=[CH:13][CH:12]=[C:11](B2OC(C)(C)C(C)(C)O2)[CH:10]=1)([CH3:8])[C:6]#[N:7].[I-].I[C:26]1[C:31]([CH3:32])=[CH:30][N:29]=[C:28]2[NH:33][N:34]=[CH:35][C:27]=12.C([O-])([O-])=O.[Na+].[Na+].O1CCOCC1. The catalyst is C1C=CC([P]([Pd]([P](C2C=CC=CC=2)(C2C=CC=CC=2)C2C=CC=CC=2)([P](C2C=CC=CC=2)(C2C=CC=CC=2)C2C=CC=CC=2)[P](C2C=CC=CC=2)(C2C=CC=CC=2)C2C=CC=CC=2)(C2C=CC=CC=2)C2C=CC=CC=2)=CC=1.CC#N.O. The product is [CH3:8][C:5]([C:9]1[CH:14]=[CH:13][CH:12]=[C:11]([C:26]2[C:31]([CH3:32])=[CH:30][N:29]=[C:28]3[NH:33][N:34]=[CH:35][C:27]=23)[CH:10]=1)([CH3:4])[C:6]#[N:7]. The yield is 0.570. (4) The reactants are [C:1]([NH:8][C@H:9]([C:14]1[CH:19]=[CH:18][CH:17]=[CH:16][CH:15]=1)[CH2:10][N:11]=[N+]=[N-])([O:3][C:4]([CH3:7])([CH3:6])[CH3:5])=[O:2].C(Cl)Cl.CCOC(C)=O.C(N(CC)CC)C. The catalyst is CO.C1COCC1. The product is [C:1]([NH:8][C@H:9]([C:14]1[CH:15]=[CH:16][CH:17]=[CH:18][CH:19]=1)[CH2:10][NH2:11])([O:3][C:4]([CH3:6])([CH3:7])[CH3:5])=[O:2]. The yield is 0.820.